From a dataset of Retrosynthesis with 50K atom-mapped reactions and 10 reaction types from USPTO. Predict the reactants needed to synthesize the given product. (1) Given the product CSc1cccc(Cl)c1C=O, predict the reactants needed to synthesize it. The reactants are: C[S-].O=Cc1c(Cl)cccc1Cl. (2) The reactants are: CC(C)(C)OC(=O)Nc1ccc(-c2cccs2)cc1N.CCOC(=O)C(NC(=O)OC(C)(C)C)c1ccc(C(=O)O)cc1. Given the product CCOC(=O)C(NC(=O)OC(C)(C)C)c1ccc(C(=O)Nc2cc(-c3cccs3)ccc2NC(=O)OC(C)(C)C)cc1, predict the reactants needed to synthesize it. (3) Given the product O=C(NCc1ccccc1)c1csc(Br)c1, predict the reactants needed to synthesize it. The reactants are: NCc1ccccc1.O=C(O)c1csc(Br)c1. (4) Given the product CCOC(=O)c1cc2cc(NC(=O)c3ccc(-c4ccccc4)o3)ccc2o1, predict the reactants needed to synthesize it. The reactants are: CCOC(=O)c1cc2cc(N)ccc2o1.O=C(O)c1ccc(-c2ccccc2)o1. (5) Given the product CCC(=O)Nc1ccc(CN(CCc2csc(SC(C)(C)C(=O)O)n2)c2ncc(CC)cn2)cc1, predict the reactants needed to synthesize it. The reactants are: CCC(=O)Nc1ccc(CN(CCc2csc(SC(C)(C)C(=O)OC(C)(C)C)n2)c2ncc(CC)cn2)cc1.